From a dataset of Reaction yield outcomes from USPTO patents with 853,638 reactions. Predict the reaction yield, written as a fraction of the theoretical maximum amount of product (1.0 means a 100% yield; for example, 0.34 means a 34% yield). (1) The reactants are [F:1][C:2]1[CH:3]=[C:4]([NH:30][C:31](=[O:46])[CH2:32][C:33]([NH:35][C:36]2[CH:41]=[CH:40][CH:39]=[C:38]([S:42]([CH3:45])(=[O:44])=[O:43])[CH:37]=2)=[O:34])[CH:5]=[CH:6][C:7]=1[O:8][C:9]1[CH:14]=[CH:13][N:12]=[C:11]2[CH:15]=[C:16]([C:18]3[CH:23]=[CH:22][C:21]([CH2:24][NH:25][CH2:26][CH2:27][O:28][CH3:29])=[CH:20][N:19]=3)[S:17][C:10]=12.[C:47](OC(=O)C)(=[O:49])[CH3:48]. No catalyst specified. The product is [F:1][C:2]1[CH:3]=[C:4]([NH:30][C:31](=[O:46])[CH2:32][C:33]([NH:35][C:36]2[CH:41]=[CH:40][CH:39]=[C:38]([S:42]([CH3:45])(=[O:43])=[O:44])[CH:37]=2)=[O:34])[CH:5]=[CH:6][C:7]=1[O:8][C:9]1[CH:14]=[CH:13][N:12]=[C:11]2[CH:15]=[C:16]([C:18]3[CH:23]=[CH:22][C:21]([CH2:24][N:25]([CH2:26][CH2:27][O:28][CH3:29])[C:47](=[O:49])[CH3:48])=[CH:20][N:19]=3)[S:17][C:10]=12. The yield is 0.325. (2) The reactants are [NH2:1][C@H:2]([C:7]([OH:9])=[O:8])[CH2:3][CH:4]([CH3:6])[CH3:5].[OH-].[Na+].[C:12](O[C:12]([O:14][C:15]([CH3:18])([CH3:17])[CH3:16])=[O:13])([O:14][C:15]([CH3:18])([CH3:17])[CH3:16])=[O:13]. The catalyst is O1CCOCC1. The product is [C:15]([O:14][C:12]([NH:1][C@@H:2]([CH2:3][CH:4]([CH3:6])[CH3:5])[C:7]([OH:9])=[O:8])=[O:13])([CH3:18])([CH3:17])[CH3:16]. The yield is 0.480.